From a dataset of Forward reaction prediction with 1.9M reactions from USPTO patents (1976-2016). Predict the product of the given reaction. (1) The product is: [CH3:6][N:5]([CH3:7])[CH2:4][CH2:3][O:8][C:9]1[CH:16]=[CH:15][C:12]([CH:13]=[O:14])=[CH:11][CH:10]=1. Given the reactants Cl.Cl[CH2:3][CH2:4][N:5]([CH3:7])[CH3:6].[OH:8][C:9]1[CH:16]=[CH:15][C:12]([CH:13]=[O:14])=[CH:11][CH:10]=1, predict the reaction product. (2) Given the reactants C1(C)C=CC(S(O)(=O)=O)=CC=1.[NH2:12][CH:13]([CH3:27])[C:14]([C:16]1[CH:21]=[CH:20][C:19]([F:22])=[C:18]([C:23]([F:26])([F:25])[F:24])[CH:17]=1)=[O:15].[C:28]([N:35]1[CH2:40][CH2:39][CH:38]([C:41](O)=[O:42])[CH2:37][CH2:36]1)([O:30][C:31]([CH3:34])([CH3:33])[CH3:32])=[O:29].CN1CCOCC1.CCCP1(OP(CCC)(=O)OP(CCC)(=O)O1)=O, predict the reaction product. The product is: [C:31]([O:30][C:28]([N:35]1[CH2:40][CH2:39][CH:38]([C:41](=[O:42])[NH:12][CH:13]([CH3:27])[C:14]([C:16]2[CH:21]=[CH:20][C:19]([F:22])=[C:18]([C:23]([F:26])([F:24])[F:25])[CH:17]=2)=[O:15])[CH2:37][CH2:36]1)=[O:29])([CH3:34])([CH3:33])[CH3:32].